Dataset: Reaction yield outcomes from USPTO patents with 853,638 reactions. Task: Predict the reaction yield, written as a fraction of the theoretical maximum amount of product (1.0 means a 100% yield; for example, 0.34 means a 34% yield). The reactants are [O:1]1[C:5]2[CH:6]=[CH:7][CH:8]=[CH:9][C:4]=2[CH:3]=[C:2]1[S:10]([NH:13][C:14]1[CH:19]=[C:18]([Cl:20])[CH:17]=[CH:16][C:15]=1[S:21][CH2:22][C:23]([OH:25])=[O:24])(=[O:12])=[O:11].C1C=C(Cl)C=C(C(OO)=[O:34])C=1. The catalyst is C(Cl)Cl.C(#N)C. The product is [O:1]1[C:5]2[CH:6]=[CH:7][CH:8]=[CH:9][C:4]=2[CH:3]=[C:2]1[S:10]([NH:13][C:14]1[CH:19]=[C:18]([Cl:20])[CH:17]=[CH:16][C:15]=1[S:21]([CH2:22][C:23]([OH:25])=[O:24])=[O:34])(=[O:11])=[O:12]. The yield is 0.740.